Dataset: Forward reaction prediction with 1.9M reactions from USPTO patents (1976-2016). Task: Predict the product of the given reaction. Given the reactants [CH3:1][O:2][C:3]1[CH:4]=[C:5]2[C:9](=[CH:10][CH:11]=1)[NH:8][CH:7]=[C:6]2[CH2:12][CH2:13][N:14]1[CH:18]=[C:17]([N+:19]([O-])=O)[N:16]=[CH:15]1.[NH4+:22].[Cl-], predict the reaction product. The product is: [CH3:1][O:2][C:3]1[CH:4]=[C:5]2[C:9](=[CH:10][CH:11]=1)[NH:8][CH:7]=[C:6]2[CH2:12][CH2:13][N:14]1[CH:18]=[C:17]([NH2:19])[N:16]=[CH:15]1.[CH3:1][O:2][C:3]1[CH:4]=[C:5]2[C:9](=[CH:10][CH:11]=1)[NH:8][CH:7]=[C:6]2[CH2:12][CH2:13][N:14]1[C:18]([NH2:22])=[CH:17][N:16]=[CH:15]1.